This data is from NCI-60 drug combinations with 297,098 pairs across 59 cell lines. The task is: Regression. Given two drug SMILES strings and cell line genomic features, predict the synergy score measuring deviation from expected non-interaction effect. (1) Drug 1: C(CC(=O)O)C(=O)CN.Cl. Drug 2: C1=CN(C=N1)CC(O)(P(=O)(O)O)P(=O)(O)O. Cell line: COLO 205. Synergy scores: CSS=11.8, Synergy_ZIP=-4.30, Synergy_Bliss=-1.89, Synergy_Loewe=-1.12, Synergy_HSA=-2.07. (2) Cell line: OVCAR-8. Synergy scores: CSS=40.8, Synergy_ZIP=-0.347, Synergy_Bliss=-0.0235, Synergy_Loewe=3.13, Synergy_HSA=5.97. Drug 1: C1CN1C2=NC(=NC(=N2)N3CC3)N4CC4. Drug 2: CCC1(C2=C(COC1=O)C(=O)N3CC4=CC5=C(C=CC(=C5CN(C)C)O)N=C4C3=C2)O.Cl. (3) Drug 1: CCC1=CC2CC(C3=C(CN(C2)C1)C4=CC=CC=C4N3)(C5=C(C=C6C(=C5)C78CCN9C7C(C=CC9)(C(C(C8N6C)(C(=O)OC)O)OC(=O)C)CC)OC)C(=O)OC.C(C(C(=O)O)O)(C(=O)O)O. Drug 2: C#CCC(CC1=CN=C2C(=N1)C(=NC(=N2)N)N)C3=CC=C(C=C3)C(=O)NC(CCC(=O)O)C(=O)O. Cell line: DU-145. Synergy scores: CSS=54.8, Synergy_ZIP=-1.13, Synergy_Bliss=0.640, Synergy_Loewe=3.02, Synergy_HSA=1.87. (4) Drug 1: CCC1=C2CN3C(=CC4=C(C3=O)COC(=O)C4(CC)O)C2=NC5=C1C=C(C=C5)O. Drug 2: C1=CC=C(C(=C1)C(C2=CC=C(C=C2)Cl)C(Cl)Cl)Cl. Cell line: LOX IMVI. Synergy scores: CSS=38.6, Synergy_ZIP=0.179, Synergy_Bliss=-0.723, Synergy_Loewe=-45.4, Synergy_HSA=-1.96. (5) Drug 1: C1CN(P(=O)(OC1)NCCCl)CCCl. Drug 2: CC1CCCC2(C(O2)CC(NC(=O)CC(C(C(=O)C(C1O)C)(C)C)O)C(=CC3=CSC(=N3)C)C)C. Cell line: COLO 205. Synergy scores: CSS=42.1, Synergy_ZIP=4.67, Synergy_Bliss=0.949, Synergy_Loewe=-19.1, Synergy_HSA=1.01. (6) Drug 1: CC1C(C(=O)NC(C(=O)N2CCCC2C(=O)N(CC(=O)N(C(C(=O)O1)C(C)C)C)C)C(C)C)NC(=O)C3=C4C(=C(C=C3)C)OC5=C(C(=O)C(=C(C5=N4)C(=O)NC6C(OC(=O)C(N(C(=O)CN(C(=O)C7CCCN7C(=O)C(NC6=O)C(C)C)C)C)C(C)C)C)N)C. Drug 2: CN(CCCl)CCCl.Cl. Cell line: HCC-2998. Synergy scores: CSS=11.5, Synergy_ZIP=-3.20, Synergy_Bliss=-0.556, Synergy_Loewe=-6.47, Synergy_HSA=0.313.